Dataset: Reaction yield outcomes from USPTO patents with 853,638 reactions. Task: Predict the reaction yield, written as a fraction of the theoretical maximum amount of product (1.0 means a 100% yield; for example, 0.34 means a 34% yield). (1) The reactants are FC(F)(F)S(O[C:7]1[CH2:8][CH2:9][CH:10]([C:13]2[CH:18]=[CH:17][C:16]([CH2:19][CH2:20][CH3:21])=[CH:15][CH:14]=2)[CH2:11][CH:12]=1)(=O)=O.[CH3:24][C:25]1([CH3:41])[C:29]([CH3:31])([CH3:30])[O:28][B:27]([B:27]2[O:28][C:29]([CH3:31])([CH3:30])[C:25]([CH3:41])([CH3:24])[O:26]2)[O:26]1.C([O-])(=O)C.[K+]. The catalyst is O1CCOCC1.O.C1C=CC(P(C2C=CC=CC=2)[C-]2C=CC=C2)=CC=1.C1C=CC(P(C2C=CC=CC=2)[C-]2C=CC=C2)=CC=1.Cl[Pd]Cl.[Fe+2]. The product is [CH3:24][C:25]1([CH3:41])[C:29]([CH3:31])([CH3:30])[O:28][B:27]([C:7]2[CH2:8][CH2:9][CH:10]([C:13]3[CH:18]=[CH:17][C:16]([CH2:19][CH2:20][CH3:21])=[CH:15][CH:14]=3)[CH2:11][CH:12]=2)[O:26]1. The yield is 0.310. (2) The reactants are [CH2:1]([C:9]#[N:10])[CH2:2][CH2:3][CH2:4][CH2:5][CH2:6][CH2:7][CH3:8].[P:11]([OH:14])([OH:13])[OH:12].C1(S(O)(=O)=O)C=CC=CC=1.P(Cl)(Cl)Cl. The catalyst is O. The product is [NH2:10][C:9]([P:11](=[O:12])([OH:14])[OH:13])([P:11](=[O:14])([OH:13])[OH:12])[CH2:1][CH2:2][CH2:3][CH2:4][CH2:5][CH2:6][CH2:7][CH3:8]. The yield is 0.300.